Dataset: Full USPTO retrosynthesis dataset with 1.9M reactions from patents (1976-2016). Task: Predict the reactants needed to synthesize the given product. (1) Given the product [CH:23]([C:20]1[CH:21]=[CH:22][C:17]([CH:14]2[C:13]3[C:26]([CH3:27])=[C:9]([NH:3][C:4](=[O:8])[C:5](=[O:7])[C:30]([CH3:33])([CH3:32])[CH3:31])[C:10]([CH3:29])=[C:11]([CH3:28])[C:12]=3[O:16][CH2:15]2)=[CH:18][CH:19]=1)([CH3:24])[CH3:25], predict the reactants needed to synthesize it. The reactants are: C([N:3]([C:9]1[C:10]([CH3:29])=[C:11]([CH3:28])[C:12]2[O:16][CH2:15][CH:14]([C:17]3[CH:22]=[CH:21][C:20]([CH:23]([CH3:25])[CH3:24])=[CH:19][CH:18]=3)[C:13]=2[C:26]=1[CH3:27])[C:4](=[O:8])[C:5]([O-:7])=O)C.[C:30]([Mg]Cl)([CH3:33])([CH3:32])[CH3:31]. (2) Given the product [CH3:42][C:35]1[CH:34]=[C:31]([CH2:30][NH:29][C:27](=[O:28])[O:15][CH2:14][CH2:13][CH2:12][N:7]2[C:8](=[O:11])[C:9]3[NH:10][C:2]([Cl:1])=[N:3][C:4]=3[N:5]([CH2:17][CH2:18][CH2:19][CH2:20][CH3:21])[C:6]2=[O:16])[CH:38]=[CH:37][CH:36]=1, predict the reactants needed to synthesize it. The reactants are: [Cl:1][C:2]1[NH:10][C:9]2[C:8](=[O:11])[N:7]([CH2:12][CH2:13][CH2:14][OH:15])[C:6](=[O:16])[N:5]([CH2:17][CH2:18][CH2:19][CH2:20][CH3:21])[C:4]=2[N:3]=1.C1N=CN([C:27]([N:29]2C=N[CH:31]=[CH:30]2)=[O:28])C=1.[CH3:34][C:35]1[CH:36]=[C:37](C=C[CH:42]=1)[CH2:38]N.CNCC1C=CC=CC=1.